The task is: Predict the product of the given reaction.. This data is from Forward reaction prediction with 1.9M reactions from USPTO patents (1976-2016). (1) Given the reactants [CH2:1]([O:3][C:4](=[O:26])[CH:5]([O:23][CH2:24][CH3:25])[CH2:6][C:7]1[CH:12]=[CH:11][C:10]([O:13][CH2:14][CH2:15][C:16]2[CH:21]=[CH:20][C:19]([OH:22])=[CH:18][CH:17]=2)=[CH:9][CH:8]=1)[CH3:2].[CH2:27]([N:34]=[C:35]=[O:36])[C:28]1[CH:33]=[CH:32][CH:31]=[CH:30][CH:29]=1.C(N(CC)CC)C, predict the reaction product. The product is: [CH2:1]([O:3][C:4](=[O:26])[CH:5]([O:23][CH2:24][CH3:25])[CH2:6][C:7]1[CH:12]=[CH:11][C:10]([O:13][CH2:14][CH2:15][C:16]2[CH:17]=[CH:18][C:19]([O:22][C:35](=[O:36])[NH:34][CH2:27][C:28]3[CH:33]=[CH:32][CH:31]=[CH:30][CH:29]=3)=[CH:20][CH:21]=2)=[CH:9][CH:8]=1)[CH3:2]. (2) Given the reactants Br[C:2]1[CH:11]=[CH:10][C:9]2[O:8][CH2:7][C:6]3[CH:12]=[C:13]([C:15]([N:17]([C:19]4[CH:24]=[CH:23][C:22]([F:25])=[CH:21][C:20]=4[F:26])[CH3:18])=[O:16])[S:14][C:5]=3[C:4]=2[CH:3]=1.[CH3:27][N:28]1[CH2:33][CH2:32][NH:31][CH2:30][CH2:29]1, predict the reaction product. The product is: [F:26][C:20]1[CH:21]=[C:22]([F:25])[CH:23]=[CH:24][C:19]=1[N:17]([CH3:18])[C:15]([C:13]1[S:14][C:5]2[C:4]3[CH:3]=[C:2]([N:31]4[CH2:32][CH2:33][N:28]([CH3:27])[CH2:29][CH2:30]4)[CH:11]=[CH:10][C:9]=3[O:8][CH2:7][C:6]=2[CH:12]=1)=[O:16]. (3) Given the reactants [Br:1][C:2]1[CH:11]=[C:10]2[C:5]([N:6]=[CH:7][C:8]([N:12]3[CH2:17][CH2:16][N:15](C(OC(C)(C)C)=O)[CH2:14][C:13]3=[O:25])=[N:9]2)=[CH:4][CH:3]=1.FC(F)(F)C(O)=O, predict the reaction product. The product is: [Br:1][C:2]1[CH:11]=[C:10]2[C:5]([N:6]=[CH:7][C:8]([N:12]3[CH2:17][CH2:16][NH:15][CH2:14][C:13]3=[O:25])=[N:9]2)=[CH:4][CH:3]=1. (4) Given the reactants [OH:1][CH2:2][C:3]([CH3:8])([CH3:7])[C:4]([OH:6])=O.CN(C(ON1N=NC2C=CC=NC1=2)=[N+](C)C)C.F[P-](F)(F)(F)(F)F.[CH3:33][O:34][C:35]1[CH:49]=[C:48]2[C:38]([C:39](=[O:50])[CH2:40][C:41]3([O:47]2)[CH2:46][CH2:45][NH:44][CH2:43][CH2:42]3)=[CH:37][CH:36]=1.Cl.C(N(C(C)C)C(C)C)C, predict the reaction product. The product is: [OH:1][CH2:2][C:3]([CH3:8])([CH3:7])[C:4]([N:44]1[CH2:45][CH2:46][C:41]2([CH2:40][C:39](=[O:50])[C:38]3[C:48](=[CH:49][C:35]([O:34][CH3:33])=[CH:36][CH:37]=3)[O:47]2)[CH2:42][CH2:43]1)=[O:6]. (5) Given the reactants Br[C:2]1[O:6][C:5]([C:7]2[CH:16]=[CH:15][C:10]([C:11]([O:13][CH3:14])=[O:12])=[CH:9][CH:8]=2)=[N:4][CH:3]=1.[F:17][C:18]1[CH:23]=[C:22]([F:24])[CH:21]=[CH:20][C:19]=1B(O)O.[F-].[Cs+], predict the reaction product. The product is: [F:17][C:18]1[CH:23]=[C:22]([F:24])[CH:21]=[CH:20][C:19]=1[C:2]1[O:6][C:5]([C:7]2[CH:16]=[CH:15][C:10]([C:11]([O:13][CH3:14])=[O:12])=[CH:9][CH:8]=2)=[N:4][CH:3]=1.